Dataset: Catalyst prediction with 721,799 reactions and 888 catalyst types from USPTO. Task: Predict which catalyst facilitates the given reaction. (1) Reactant: C([O:5][C:6]([CH:8]1[CH:12]([C:13]2[CH:18]=[CH:17][CH:16]=[C:15]([Cl:19])[C:14]=2[F:20])[C:11]([C:23]2[CH:28]=[CH:27][C:26]([Cl:29])=[CH:25][C:24]=2[F:30])([C:21]#[N:22])[CH:10]([CH3:31])[N:9]1[CH2:32][C:33]1[CH:38]=[CH:37][CH:36]=[CH:35][C:34]=1[F:39])=[O:7])(C)(C)C.FC(F)(F)C(O)=O. The catalyst class is: 4. Product: [Cl:19][C:15]1[C:14]([F:20])=[C:13]([CH:12]2[C:11]([C:23]3[CH:28]=[CH:27][C:26]([Cl:29])=[CH:25][C:24]=3[F:30])([C:21]#[N:22])[CH:10]([CH3:31])[N:9]([CH2:32][C:33]3[CH:38]=[CH:37][CH:36]=[CH:35][C:34]=3[F:39])[CH:8]2[C:6]([OH:7])=[O:5])[CH:18]=[CH:17][CH:16]=1. (2) Reactant: [F:1][C:2]1[CH:7]=[CH:6][C:5]([C:8]2[N:9]=[C:10]([CH:19]3[CH2:24][CH2:23][NH:22][CH2:21][CH2:20]3)[O:11][C:12]=2[C:13]2[CH:18]=[CH:17][CH:16]=[CH:15][CH:14]=2)=[CH:4][CH:3]=1.ClC(Cl)(O[C:29](=[O:35])OC(Cl)(Cl)Cl)Cl.C(N(CC)CC)C.Cl.[CH3:45][NH:46][OH:47].Cl. Product: [F:1][C:2]1[CH:7]=[CH:6][C:5]([C:8]2[N:9]=[C:10]([CH:19]3[CH2:24][CH2:23][N:22]([C:29](=[O:35])[N:46]([OH:47])[CH3:45])[CH2:21][CH2:20]3)[O:11][C:12]=2[C:13]2[CH:18]=[CH:17][CH:16]=[CH:15][CH:14]=2)=[CH:4][CH:3]=1. The catalyst class is: 7. (3) Reactant: S(S([O-])=O)([O-])=O.[Na+].[Na+].[CH3:9][O:10][C:11]([C:13]1[CH:18]=[CH:17][C:16]([N+:19]([O-])=O)=[C:15]([NH:22][CH3:23])[CH:14]=1)=[O:12].C(=O)(O)[O-].[Na+]. Product: [NH2:19][C:16]1[CH:17]=[CH:18][C:13]([C:11]([O:10][CH3:9])=[O:12])=[CH:14][C:15]=1[NH:22][CH3:23]. The catalyst class is: 214.